This data is from Forward reaction prediction with 1.9M reactions from USPTO patents (1976-2016). The task is: Predict the product of the given reaction. The product is: [CH:30]([C:27]1[CH:28]=[CH:29][C:24]([CH2:23][C:17]2[CH:16]=[C:12]([C:13]([OH:15])=[O:14])[C:11]([CH2:9][C:8]3[CH:35]=[CH:36][C:5]([CH:1]([CH2:3][CH3:4])[CH3:2])=[CH:6][CH:7]=3)=[CH:19][C:18]=2[C:20]([OH:22])=[O:21])=[CH:25][CH:26]=1)([CH2:32][CH3:33])[CH3:31]. Given the reactants [CH:1]([C:5]1[CH:36]=[CH:35][C:8]([C:9]([C:11]2[CH:19]=[C:18]([C:20]([OH:22])=[O:21])[C:17]([C:23](=O)[C:24]3[CH:29]=[CH:28][C:27]([CH:30]([CH2:32][CH3:33])[CH3:31])=[CH:26][CH:25]=3)=[CH:16][C:12]=2[C:13]([OH:15])=[O:14])=O)=[CH:7][CH:6]=1)([CH2:3][CH3:4])[CH3:2].[H][H], predict the reaction product.